Dataset: Catalyst prediction with 721,799 reactions and 888 catalyst types from USPTO. Task: Predict which catalyst facilitates the given reaction. Reactant: [C:1]([NH:4][C:5]1[CH:6]=[C:7]2[C:12](=[CH:13][CH:14]=1)[N:11]=[C:10]([NH:15][NH2:16])[N:9]([CH2:17][C:18]1[CH:23]=[CH:22][CH:21]=[CH:20][CH:19]=1)[C:8]2=[O:24])(=[O:3])[CH3:2].[CH:25]1(C(Cl)=O)CCC[CH2:26]1. Product: [C:1]([NH:4][C:5]1[CH:6]=[C:7]2[C:12](=[CH:13][CH:14]=1)[N:11]1[C:25]([CH3:26])=[N:16][N:15]=[C:10]1[N:9]([CH2:17][C:18]1[CH:19]=[CH:20][CH:21]=[CH:22][CH:23]=1)[C:8]2=[O:24])(=[O:3])[CH3:2]. The catalyst class is: 15.